Predict the reactants needed to synthesize the given product. From a dataset of Full USPTO retrosynthesis dataset with 1.9M reactions from patents (1976-2016). (1) Given the product [NH2:1][C:2]1[C:3]([C:7]2[N:8]([CH2:38][CH3:39])[C:9]3[CH:14]=[C:13]([CH:15]([C:30]4[CH:35]=[CH:34][CH:33]=[CH:32][CH:31]=4)[O:16][CH2:17][CH2:18][N:19]4[C:27](=[O:28])[C:26]5[C:21](=[CH:22][CH:23]=[CH:24][CH:25]=5)[C:20]4=[O:29])[N:12]=[C:11]([C:44]#[C:43][C:41]([OH:40])([CH3:45])[CH3:42])[C:10]=3[N:37]=2)=[N:4][O:5][N:6]=1, predict the reactants needed to synthesize it. The reactants are: [NH2:1][C:2]1[C:3]([C:7]2[N:8]([CH2:38][CH3:39])[C:9]3[CH:14]=[C:13]([CH:15]([C:30]4[CH:35]=[CH:34][CH:33]=[CH:32][CH:31]=4)[O:16][CH2:17][CH2:18][N:19]4[C:27](=[O:28])[C:26]5[C:21](=[CH:22][CH:23]=[CH:24][CH:25]=5)[C:20]4=[O:29])[N:12]=[C:11](Cl)[C:10]=3[N:37]=2)=[N:4][O:5][N:6]=1.[OH:40][C:41]([CH3:45])([C:43]#[CH:44])[CH3:42]. (2) Given the product [CH3:19][O:7][C:6](=[O:8])[C:5]1[CH:9]=[CH:10][C:2]([CH3:1])=[C:3]([C:11]([OH:13])=[O:12])[CH:4]=1, predict the reactants needed to synthesize it. The reactants are: [CH3:1][C:2]1[CH:10]=[CH:9][C:5]([C:6]([OH:8])=[O:7])=[CH:4][C:3]=1[C:11]([OH:13])=[O:12].S(Cl)(Cl)=O.N1C=CC=C[CH:19]=1.CO.